Dataset: Forward reaction prediction with 1.9M reactions from USPTO patents (1976-2016). Task: Predict the product of the given reaction. (1) The product is: [OH:8][C@@H:9]1[C@@:26]2([CH3:27])[C:13](=[CH:14][CH:15]=[C:16]3[C@@H:25]2[CH2:24][CH2:23][C@@:21]2([CH3:22])[C@H:17]3[CH2:18][CH2:19][C@@H:20]2[CH2:28][S:29][CH2:30][CH2:31][C:32]([OH:35])([CH3:34])[CH3:33])[CH2:12][C@@H:11]([OH:36])[CH2:10]1. Given the reactants [Si]([O:8][C@@H:9]1[C@@:26]2([CH3:27])[C:13](=[CH:14][CH:15]=[C:16]3[C@@H:25]2[CH2:24][CH2:23][C@@:21]2([CH3:22])[C@H:17]3[CH2:18][CH2:19][C@@H:20]2[CH2:28][S:29][CH2:30][CH2:31][C:32]([OH:35])([CH3:34])[CH3:33])[CH2:12][C@@H:11]([O:36][Si](C(C)(C)C)(C)C)[CH2:10]1)(C(C)(C)C)(C)C.O1CCCC1.[F-].C([N+](CCCC)(CCCC)CCCC)CCC, predict the reaction product. (2) Given the reactants [Cl:1][C:2]1[CH:7]=[CH:6][C:5]([C:8]2[S:9][C:10]([C:14](=[N:16][NH2:17])[CH3:15])=[C:11]([CH3:13])[N:12]=2)=[CH:4][CH:3]=1.[OH:18][C:19]1[C:26]([CH3:27])=[CH:25][C:22]([CH:23]=O)=[CH:21][C:20]=1[CH3:28], predict the reaction product. The product is: [Cl:1][C:2]1[CH:3]=[CH:4][C:5]([C:8]2[S:9][C:10]([C:14](=[N:16][N:17]=[CH:23][C:22]3[CH:25]=[C:26]([CH3:27])[C:19]([OH:18])=[C:20]([CH3:28])[CH:21]=3)[CH3:15])=[C:11]([CH3:13])[N:12]=2)=[CH:6][CH:7]=1. (3) Given the reactants CC1C=CC(S(O[CH2:12][C@@H:13]2[O:18][C:17]3[C:19]([OH:28])=[C:20]([NH:23][C:24]([O:26]C)=O)[CH:21]=[CH:22][C:16]=3[O:15][CH2:14]2)(=O)=O)=CC=1.[NH:29]1[CH2:34][CH:33]=[C:32]([C:35]2[C:43]3[C:38](=[CH:39][CH:40]=[CH:41][CH:42]=3)[NH:37][CH:36]=2)[CH2:31][CH2:30]1, predict the reaction product. The product is: [NH:37]1[C:38]2[C:43](=[CH:42][CH:41]=[CH:40][CH:39]=2)[C:35]([C:32]2[CH2:33][CH2:34][N:29]([CH2:12][CH:13]3[O:18][C:17]4[C:16](=[CH:22][CH:21]=[C:20]5[NH:23][C:24](=[O:26])[O:28][C:19]5=4)[O:15][CH2:14]3)[CH2:30][CH:31]=2)=[CH:36]1. (4) The product is: [CH3:17][C:12]([C:11]([O:21][CH2:2][CH2:1][OH:3])=[O:23])=[CH2:13]. Given the reactants [C:1]([O-])(=[O:3])[CH3:2].[K+].C(C1C=C(C)[CH:13]=[C:12]([C:17](C)(C)C)[C:11]=1[OH:21])(C)(C)C.C[O:23]C1C=CC(O)=CC=1, predict the reaction product. (5) The product is: [F:20][C:17]1[CH:18]=[CH:19][C:14]([NH:13][C:11]([NH:10][C:8]([C:7]2[C:2]([OH:33])=[C:3]3[C:27]([CH3:28])=[N:26][N:25]([CH3:29])[C:4]3=[N:5][CH:6]=2)=[O:9])=[O:12])=[CH:15][C:16]=1[C:21]([F:24])([F:23])[F:22]. Given the reactants Cl[C:2]1[C:7]([C:8]([NH:10][C:11]([NH:13][C:14]2[CH:19]=[CH:18][C:17]([F:20])=[C:16]([C:21]([F:24])([F:23])[F:22])[CH:15]=2)=[O:12])=[O:9])=[CH:6][N:5]=[C:4]2[N:25]([CH3:29])[N:26]=[C:27]([CH3:28])[C:3]=12.C1C[O:33]CC1, predict the reaction product. (6) Given the reactants [Br:1][C:2]1[CH:3]=[C:4]([OH:9])[CH:5]=[C:6]([F:8])[CH:7]=1.Br[C:11]([F:17])([F:16])[C:12]([F:15])([F:14])[Br:13].CS(C)=O.C([O-])([O-])=O.[Cs+].[Cs+], predict the reaction product. The product is: [Br:1][C:2]1[CH:7]=[C:6]([F:8])[CH:5]=[C:4]([O:9][C:11]([F:17])([F:16])[C:12]([Br:13])([F:15])[F:14])[CH:3]=1. (7) Given the reactants [OH-].[Na+].C[O:4][C:5](=[O:41])[CH:6]([C:8]1[CH:13]=[CH:12][C:11]([C:14]2[CH:19]=[CH:18][C:17]([C:20]([CH2:38][CH3:39])([C:23]3[CH:28]=[CH:27][C:26]([CH2:29][CH2:30][CH:31]([OH:36])[C:32]([CH3:35])([CH3:34])[CH3:33])=[C:25]([CH3:37])[CH:24]=3)[CH2:21][CH3:22])=[CH:16][C:15]=2[CH3:40])=[CH:10][CH:9]=1)[OH:7].Cl, predict the reaction product. The product is: [CH2:21]([C:20]([C:17]1[CH:18]=[CH:19][C:14]([C:11]2[CH:10]=[CH:9][C:8]([CH:6]([OH:7])[C:5]([OH:41])=[O:4])=[CH:13][CH:12]=2)=[C:15]([CH3:40])[CH:16]=1)([C:23]1[CH:28]=[CH:27][C:26]([CH2:29][CH2:30][CH:31]([OH:36])[C:32]([CH3:34])([CH3:35])[CH3:33])=[C:25]([CH3:37])[CH:24]=1)[CH2:38][CH3:39])[CH3:22]. (8) Given the reactants [CH3:1]/[CH:2]=[CH:3]/[C:4]([CH:6]1[C:11]([CH3:13])([CH3:12])[CH2:10][CH2:9][CH:8]=[C:7]1[CH3:14])=[O:5].[CH3:15][N:16]([CH2:18][CH2:19][OH:20])[CH3:17].CN(C)C(=N)N(C)C, predict the reaction product. The product is: [CH3:15][N:16]([CH3:17])[CH2:18][CH2:19][O:20][CH:2]([CH3:1])[CH2:3][C:4]([CH:6]1[C:11]([CH3:13])([CH3:12])[CH2:10][CH2:9][CH:8]=[C:7]1[CH3:14])=[O:5].